The task is: Regression. Given two drug SMILES strings and cell line genomic features, predict the synergy score measuring deviation from expected non-interaction effect.. This data is from NCI-60 drug combinations with 297,098 pairs across 59 cell lines. (1) Drug 1: COC1=CC(=CC(=C1O)OC)C2C3C(COC3=O)C(C4=CC5=C(C=C24)OCO5)OC6C(C(C7C(O6)COC(O7)C8=CC=CS8)O)O. Drug 2: CS(=O)(=O)CCNCC1=CC=C(O1)C2=CC3=C(C=C2)N=CN=C3NC4=CC(=C(C=C4)OCC5=CC(=CC=C5)F)Cl. Cell line: SK-OV-3. Synergy scores: CSS=38.0, Synergy_ZIP=-4.46, Synergy_Bliss=3.20, Synergy_Loewe=-14.9, Synergy_HSA=5.59. (2) Drug 1: CN(C)N=NC1=C(NC=N1)C(=O)N. Drug 2: CCCCCOC(=O)NC1=NC(=O)N(C=C1F)C2C(C(C(O2)C)O)O. Cell line: NCI-H322M. Synergy scores: CSS=-4.94, Synergy_ZIP=2.71, Synergy_Bliss=2.45, Synergy_Loewe=-2.78, Synergy_HSA=-1.27. (3) Drug 1: CN1C(=O)N2C=NC(=C2N=N1)C(=O)N. Drug 2: CCCCC(=O)OCC(=O)C1(CC(C2=C(C1)C(=C3C(=C2O)C(=O)C4=C(C3=O)C=CC=C4OC)O)OC5CC(C(C(O5)C)O)NC(=O)C(F)(F)F)O. Cell line: RPMI-8226. Synergy scores: CSS=54.4, Synergy_ZIP=3.00, Synergy_Bliss=4.57, Synergy_Loewe=-9.75, Synergy_HSA=2.29. (4) Drug 1: CN1C(=O)N2C=NC(=C2N=N1)C(=O)N. Drug 2: CC1CCCC2(C(O2)CC(NC(=O)CC(C(C(=O)C(C1O)C)(C)C)O)C(=CC3=CSC(=N3)C)C)C. Cell line: OVCAR-8. Synergy scores: CSS=58.5, Synergy_ZIP=6.51, Synergy_Bliss=4.22, Synergy_Loewe=-5.94, Synergy_HSA=2.79. (5) Drug 1: C1=CC(=CC=C1C#N)C(C2=CC=C(C=C2)C#N)N3C=NC=N3. Drug 2: CN(CCCl)CCCl.Cl. Cell line: T-47D. Synergy scores: CSS=30.5, Synergy_ZIP=-8.90, Synergy_Bliss=-1.68, Synergy_Loewe=-2.23, Synergy_HSA=-1.22. (6) Drug 1: C1=CC(=C2C(=C1NCCNCCO)C(=O)C3=C(C=CC(=C3C2=O)O)O)NCCNCCO. Drug 2: CCN(CC)CCCC(C)NC1=C2C=C(C=CC2=NC3=C1C=CC(=C3)Cl)OC. Cell line: T-47D. Synergy scores: CSS=38.9, Synergy_ZIP=0.685, Synergy_Bliss=1.88, Synergy_Loewe=-8.11, Synergy_HSA=3.71.